This data is from Peptide-MHC class I binding affinity with 185,985 pairs from IEDB/IMGT. The task is: Regression. Given a peptide amino acid sequence and an MHC pseudo amino acid sequence, predict their binding affinity value. This is MHC class I binding data. (1) The peptide sequence is YINRTGTFEF. The MHC is Mamu-A02 with pseudo-sequence Mamu-A02. The binding affinity (normalized) is 0.556. (2) The peptide sequence is LTFGWCFKL. The MHC is HLA-B07:02 with pseudo-sequence HLA-B07:02. The binding affinity (normalized) is 0. (3) The peptide sequence is TFFLTQGALL. The MHC is HLA-A24:02 with pseudo-sequence HLA-A24:02. The binding affinity (normalized) is 0.465. (4) The peptide sequence is VTGCASLYV. The MHC is HLA-A03:01 with pseudo-sequence HLA-A03:01. The binding affinity (normalized) is 0.0847. (5) The peptide sequence is WPEIVGAIV. The MHC is HLA-B38:01 with pseudo-sequence HLA-B38:01. The binding affinity (normalized) is 0.0847. (6) The MHC is HLA-A80:01 with pseudo-sequence HLA-A80:01. The binding affinity (normalized) is 0.0847. The peptide sequence is YPSLMSRVV. (7) The peptide sequence is NSDTVDWSW. The MHC is HLA-B46:01 with pseudo-sequence HLA-B46:01. The binding affinity (normalized) is 0.0847. (8) The peptide sequence is KFYGPFVDR. The MHC is HLA-B27:05 with pseudo-sequence HLA-B27:05. The binding affinity (normalized) is 0. (9) The peptide sequence is SQGRGWFLL. The MHC is HLA-A02:19 with pseudo-sequence HLA-A02:19. The binding affinity (normalized) is 0.183. (10) The peptide sequence is YFNTHDVYF. The MHC is HLA-A03:01 with pseudo-sequence HLA-A03:01. The binding affinity (normalized) is 0.0847.